From a dataset of Drug-target binding data from BindingDB using Ki measurements. Regression. Given a target protein amino acid sequence and a drug SMILES string, predict the binding affinity score between them. We predict pKi (pKi = -log10(Ki in M); higher means stronger inhibition). Dataset: bindingdb_ki. (1) The drug is Cc1nsc(-c2nnc3n2CCN(C(=O)c2ccc(F)cc2)[C@@H]3CCO)n1. The target protein (P16177) has sequence MASVPRGENWTDGTVEVGTHTGNLSSALGVTEWLALQAGNFSSALGLPATTQAPSQVRANLTNQFVQPSWRIALWSLAYGLVVAVAVFGNLIVIWIILAHKRMRTVTNYFLVNLAFSDASVAAFNTLINFIYGLHSEWYFGANYCRFQNFFPITAVFASIYSMTAIAVDRYMAIIDPLKPRLSATATKIVIGSIWILAFLLAFPQCLYSKIKVMPGRTLCYVQWPEGPKQHFTYHIIVIILVYCFPLLIMGVTYTIVGITLWGGEIPGDTCDKYHEQLKAKRKVVKMMIIVVVTFAICWLPYHVYFILTAIYQQLNRWKYIQQVYLASFWLAMSSTMYNPIIYCCLNKRFRAGFKRAFRWCPFIQVSSYDELELKTTRFHPTRQSSLYTVSRMESVTVLFDPNDGDPTKSSRKKRAVPRDPSANGCSHRGSKSASTTSSFISSPYTSVDEYS. The pKi is 6.6. (2) The drug is CC(C)(C)c1ccc(NC(=O)N2CCN(c3ncccc3Cl)CC2)cc1. The target protein (P32738) has sequence MPILEKAPQKMPVKASSWEELDLPKLPVPPLQQTLATYLQCMQHLVPEEQFRKSQAIVKRFGAPGGLGETLQEKLLERQEKTANWVSEYWLNDMYLNNRLALPVNSSPAVIFARQHFQDTNDQLRFAACLISGVLSYKTLLDSHSLPTDWAKGQLSGQPLCMKQYYRLFSSYRLPGHTQDTLVAQKSSIMPEPEHVIVACCNQFFVLDVVINFRRLSEGDLFTQLRKIVKMASNEDERLPPIGLLTSDGRSEWAKARTVLLKDSTNRDSLDMIERCICLVCLDGPGTGELSDTHRALQLLHGGGCSLNGANRWYDKSLQFVVGRDGTCGVVCEHSPFDGIVLVQCTEHLLKHMMTSNKKLVRADSVSELPAPRRLRLKCSPETQGHLASSAEKLQRIVKNLDFIVYKFDNYGKTFIKKQKYSPDGFIQVALQLAYYRLYQRLVPTYESASIRRFQEGRVDNIRSATPEALAFVQAMTDHKAAMPASEKLQLLQTAMQAHK.... The pKi is 5.0. (3) The compound is COc1ccccc1N1CCN(CCCCn2ncc(=O)n(C)c2=O)CC1. The target protein (Q2KI11) has sequence MPAFNRLFPLASLLLILWVGVCFPVCVEVPSETEAVQGNPMKLRCISCMKREEVEATTVVEWFYRPEGGKDFLIYEYRNGHQEVESPFQGRLQWNGSKDLQDVSITVLNVTLNDSGLYTCNVSREFEFEAHRPFVKTTRLIPLRVTEEAGEDFTSVVSEIMMYILLVFLTLWLLIEMIYCYRKVSKAEEAAQENASDYLAIPSENKENSAVPVEE. The pKi is 5.0. (4) The drug is NCC[C@H](NC(=O)[C@@H](N)CCCN=C(N)N[N+](=O)[O-])C(N)=O. The target protein sequence is MEENTFGVQQIQPNVISVRLFKRKVGGLGFLVKERVSKPPVIISDLIRGGAAEQSGLIQAGDIILAVNDRPLVDLSYDSALEVLRGIASETHVVLILRGPEGFTTHLETTFTGDGTPKTIRVTQPLGPPTKAVDLSHQPSASKDQSLAVDRVTGLGNGPQHAQGHGQGAGSVSQANGVAIDPTMKSTKANLQDIGEHDELLKEIEPVLSILNSGSKATNRGGPAKAEMKDTGIQVDRDLDGKSHKAPPLGGDNDRVFNDLWGKDNVPVILNNPYSEKEQSPTSGKQSPTKNGSPSRCPRFLKVKNWETDVVLTDTLHLKSTLETGCTEHICMGSIMLPSQHTRKPEDVRTKDQLFPLAKEFLDQYYSSIKRFGSKAHMDRLEEVNKEIESTSTYQLKDTELIYGAKHAWRNASRCVGRIQWSKLQVFDARDCTTAHGMFNYICNHVKYATNKGNLRSAITIFPQRTDGKHDFRVWNSQLIRYAGYKQPDGSTLGDPANVQ.... The pKi is 4.2.